This data is from Reaction yield outcomes from USPTO patents with 853,638 reactions. The task is: Predict the reaction yield, written as a fraction of the theoretical maximum amount of product (1.0 means a 100% yield; for example, 0.34 means a 34% yield). The reactants are [Cl:1][C:2]1[N:7]=[CH:6][C:5]2[CH:8]=[N:9][N:10]([C:11]3[CH:16]=[CH:15][CH:14]=[C:13](F)[N:12]=3)[C:4]=2[CH:3]=1.[NH:18]1[CH2:23][CH2:22][CH2:21][C@H:20]([NH:24][C:25](=[O:31])[O:26][C:27]([CH3:30])([CH3:29])[CH3:28])[CH2:19]1.CN1CCOCC1.O. The catalyst is CN1CCCC1=O. The product is [Cl:1][C:2]1[N:7]=[CH:6][C:5]2[CH:8]=[N:9][N:10]([C:11]3[N:12]=[C:13]([N:18]4[CH2:23][CH2:22][CH2:21][C@H:20]([NH:24][C:25](=[O:31])[O:26][C:27]([CH3:29])([CH3:28])[CH3:30])[CH2:19]4)[CH:14]=[CH:15][CH:16]=3)[C:4]=2[CH:3]=1. The yield is 0.840.